This data is from Reaction yield outcomes from USPTO patents with 853,638 reactions. The task is: Predict the reaction yield, written as a fraction of the theoretical maximum amount of product (1.0 means a 100% yield; for example, 0.34 means a 34% yield). (1) The reactants are [CH3:1][N:2]([C:6]1[CH:30]=[CH:29][C:9]2[N:10]([CH2:22][CH:23]3[CH2:28][CH2:27][O:26][CH2:25][CH2:24]3)[C:11]([C:13]([CH3:21])([C:15]3[CH:20]=[CH:19][CH:18]=[CH:17][N:16]=3)[CH3:14])=[N:12][C:8]=2[CH:7]=1)C(=O)C. The catalyst is CCO. The product is [CH3:1][NH:2][C:6]1[CH:30]=[CH:29][C:9]2[N:10]([CH2:22][CH:23]3[CH2:28][CH2:27][O:26][CH2:25][CH2:24]3)[C:11]([C:13]([CH3:21])([C:15]3[CH:20]=[CH:19][CH:18]=[CH:17][N:16]=3)[CH3:14])=[N:12][C:8]=2[CH:7]=1. The yield is 1.00. (2) The reactants are Cl[C:2]1[CH:3]=[CH:4][C:5]([N+:9]([O-:11])=[O:10])=[C:6]([CH:8]=1)[NH2:7].[NH:12]1[CH2:17][CH2:16][S:15][CH2:14][CH2:13]1.C(=O)([O-])[O-].[K+].[K+].O. The catalyst is CN(C)C(=O)C. The product is [N+:9]([C:5]1[CH:4]=[CH:3][C:2]([N:12]2[CH2:17][CH2:16][S:15][CH2:14][CH2:13]2)=[CH:8][C:6]=1[NH2:7])([O-:11])=[O:10]. The yield is 0.915. (3) The reactants are Cl[C:2]1[N:7]=[C:6]([NH:8][C:9]2[CH:14]=[CH:13][CH:12]=[C:11]([OH:15])[CH:10]=2)[C:5]([F:16])=[CH:4][N:3]=1.[NH2:17][CH2:18][CH2:19][C:20]1[C:28]2[C:23](=[CH:24][CH:25]=[CH:26][CH:27]=2)[NH:22][CH:21]=1. No catalyst specified. The product is [F:16][C:5]1[C:6]([NH:8][C:9]2[CH:14]=[CH:13][CH:12]=[C:11]([OH:15])[CH:10]=2)=[N:7][C:2]([NH:17][CH2:18][CH2:19][C:20]2[C:28]3[C:23](=[CH:24][CH:25]=[CH:26][CH:27]=3)[NH:22][CH:21]=2)=[N:3][CH:4]=1. The yield is 0.530. (4) The reactants are [Cl:1][C:2]1[CH:7]=[CH:6][C:5]([N:8]([C:16]([C:18]2[O:19][CH:20]=[CH:21][CH:22]=2)=[O:17])C(=O)OC(C)(C)C)=[C:4](I)[CH:3]=1.C1(P(C2CCCCC2)C2CCCCC2)CCCCC1.C([O-])([O-])=O.[K+].[K+]. The catalyst is C([O-])(=O)C.[Pd+2].C([O-])(=O)C.CN(C)C(=O)C. The product is [Cl:1][C:2]1[CH:3]=[CH:4][C:5]2[NH:8][C:16](=[O:17])[C:18]3[O:19][CH:20]=[CH:21][C:22]=3[C:6]=2[CH:7]=1. The yield is 0.530. (5) The reactants are [CH:1]1[C:14]2[NH:13][C:12]3[C:7](=[CH:8][CH:9]=[CH:10][CH:11]=3)[S:6][C:5]=2[CH:4]=[CH:3][CH:2]=1.[C:15](Cl)(=[O:17])[CH3:16]. The catalyst is C1(C)C=CC=CC=1. The product is [C:15]([N:13]1[C:14]2[CH:1]=[CH:2][CH:3]=[CH:4][C:5]=2[S:6][C:7]2[C:12]1=[CH:11][CH:10]=[CH:9][CH:8]=2)(=[O:17])[CH3:16]. The yield is 1.00. (6) The reactants are [OH-].[Na+].CO.C([O:7][C:8]([C:10]1[C:14]([C:15]2[CH:20]=[CH:19][CH:18]=[C:17]([CH3:21])[CH:16]=2)=[CH:13][S:12][C:11]=1[N:22]1[C:30](=[O:31])[C:29]2[C:24](=[CH:25][CH:26]=[CH:27][CH:28]=2)[C:23]1=[O:32])=[O:9])C.Cl. The catalyst is O. The product is [O:31]=[C:30]1[C:29]2[C:24](=[CH:25][CH:26]=[CH:27][CH:28]=2)[C:23](=[O:32])[N:22]1[C:11]1[S:12][CH:13]=[C:14]([C:15]2[CH:20]=[CH:19][CH:18]=[C:17]([CH3:21])[CH:16]=2)[C:10]=1[C:8]([OH:9])=[O:7]. The yield is 0.940. (7) The reactants are [NH:1]1[C:9]2[CH2:8][CH2:7][CH2:6][CH2:5][C:4]=2[CH:3]=[CH:2]1.[Cl:10][C:11]([Cl:16])([Cl:15])[C:12](Cl)=[O:13]. The catalyst is ClCCCl. The product is [Cl:10][C:11]([Cl:16])([Cl:15])[C:12]([C:2]1[NH:1][C:9]2[CH2:8][CH2:7][CH2:6][CH2:5][C:4]=2[CH:3]=1)=[O:13]. The yield is 1.00. (8) The reactants are C(OC([C:6]1[CH:11]=[CH:10][C:9](B(O)O)=CC=1)=O)C.NC1CC(C(N(CCC)CCC)=O)=CC2C=CC(Br)=CC=2N=1.COC(C1C=CC(B(O)O)=CC=1)=O.[C:50](=[O:53])([O-])[O-:51].[K+].[K+].[C:56]([O:60][C:61]([NH:63][C:64]1[CH2:65][C:66]([C:86](=[O:102])[N:87]([CH2:91][CH2:92][CH2:93][O:94][Si:95]([C:98]([CH3:101])([CH3:100])[CH3:99])([CH3:97])[CH3:96])[CH2:88][CH2:89][CH3:90])=[CH:67][C:68]2[CH:74]=[CH:73][C:72]([C:75]3[CH:85]=[CH:84][C:78]([C:79]([O:81][CH2:82][CH3:83])=[O:80])=[CH:77][CH:76]=3)=[CH:71][C:69]=2[N:70]=1)=[O:62])([CH3:59])([CH3:58])[CH3:57]. The catalyst is C(#N)C.CCOC(C)=O.ClCCl.C(O)(C(F)(F)F)=O.C1C=CC([P]([Pd]([P](C2C=CC=CC=2)(C2C=CC=CC=2)C2C=CC=CC=2)([P](C2C=CC=CC=2)(C2C=CC=CC=2)C2C=CC=CC=2)[P](C2C=CC=CC=2)(C2C=CC=CC=2)C2C=CC=CC=2)(C2C=CC=CC=2)C2C=CC=CC=2)=CC=1. The product is [NH2:63][C:64]1[CH2:65][C:66]([C:86](=[O:102])[N:87]([CH2:91][CH2:92][CH2:93][OH:94])[CH2:88][CH2:89][CH3:90])=[CH:67][C:68]2[CH:74]=[CH:73][C:72]([C:75]3[CH:76]=[CH:77][C:78]([CH2:79][C:50]([O:51][CH2:9][CH:10]4[CH2:6][CH2:11]4)=[O:53])=[CH:84][CH:85]=3)=[CH:71][C:69]=2[N:70]=1.[C:56]([O:60][C:61]([NH:63][C:64]1[CH2:65][C:66]([C:86](=[O:102])[N:87]([CH2:91][CH2:92][CH2:93][O:94][Si:95]([C:98]([CH3:99])([CH3:101])[CH3:100])([CH3:96])[CH3:97])[CH2:88][CH2:89][CH3:90])=[CH:67][C:68]2[CH:74]=[CH:73][C:72]([C:75]3[CH:85]=[CH:84][C:78]([C:79]([O:81][CH2:82][CH3:83])=[O:80])=[CH:77][CH:76]=3)=[CH:71][C:69]=2[N:70]=1)=[O:62])([CH3:57])([CH3:58])[CH3:59]. The yield is 0.310. (9) The reactants are [CH3:1][O:2][C:3]1[CH:8]=[CH:7][CH:6]=[CH:5][C:4]=1B(O)O.[NH2:12][C:13]1[N:14]=[C:15]([N:24]2[CH2:29][CH2:28][N:27]([C:30](=[O:40])[CH2:31][O:32][C:33]3[CH:38]=[CH:37][C:36]([Cl:39])=[CH:35][CH:34]=3)[CH2:26][CH2:25]2)[C:16]2[N:22]=[C:21](Cl)[CH:20]=[CH:19][C:17]=2[N:18]=1. No catalyst specified. The product is [NH2:12][C:13]1[N:14]=[C:15]([N:24]2[CH2:25][CH2:26][N:27]([C:30](=[O:40])[CH2:31][O:32][C:33]3[CH:38]=[CH:37][C:36]([Cl:39])=[CH:35][CH:34]=3)[CH2:28][CH2:29]2)[C:16]2[N:22]=[C:21]([C:4]3[CH:5]=[CH:6][CH:7]=[CH:8][C:3]=3[O:2][CH3:1])[CH:20]=[CH:19][C:17]=2[N:18]=1. The yield is 0.880. (10) The catalyst is C1COCC1. The yield is 0.820. The product is [OH:4][C@H:5]1[C:9]2[N:10]=[CH:11][N:12]=[C:13]([N:14]3[CH2:19][CH2:18][N:17]([C:20]([O:22][C:23]([CH3:26])([CH3:25])[CH3:24])=[O:21])[CH2:16][C@@H:15]3[CH3:27])[C:8]=2[C@H:7]([CH3:28])[CH2:6]1. The reactants are C([O:4][C@H:5]1[C:9]2[N:10]=[CH:11][N:12]=[C:13]([N:14]3[CH2:19][CH2:18][N:17]([C:20]([O:22][C:23]([CH3:26])([CH3:25])[CH3:24])=[O:21])[CH2:16][C@@H:15]3[CH3:27])[C:8]=2[C@H:7]([CH3:28])[CH2:6]1)(=O)C.[Li+].[OH-].